Dataset: Catalyst prediction with 721,799 reactions and 888 catalyst types from USPTO. Task: Predict which catalyst facilitates the given reaction. (1) Reactant: [CH3:1][O:2][C:3]([C:5]1[C:10]([Cl:11])=[C:9]([NH2:12])[N:8]=[C:7](Cl)[N:6]=1)=[O:4].[Cl:14][C:15]1[CH:20]=[CH:19][C:18](B2OCCCO2)=[C:17]([F:27])[C:16]=1[O:28][CH3:29].[F-].[Cs+]. Product: [CH3:1][O:2][C:3]([C:5]1[C:10]([Cl:11])=[C:9]([NH2:12])[N:8]=[C:7]([C:18]2[CH:19]=[CH:20][C:15]([Cl:14])=[C:16]([O:28][CH3:29])[C:17]=2[F:27])[N:6]=1)=[O:4]. The catalyst class is: 600. (2) Reactant: Br[C:2]([F:10])([F:9])[C:3]([F:8])([F:7])[CH2:4][CH2:5][OH:6].[S:11](S([O-])=O)([O-:13])=[O:12].[Na+].[Na+].[CH2:19]([N:21]([CH2:24][CH3:25])[CH2:22][CH3:23])[CH3:20].Cl. Product: [F:9][C:2]([F:10])([S:11]([O-:13])=[O:12])[C:3]([F:8])([F:7])[CH2:4][CH2:5][OH:6].[CH2:19]([NH+:21]([CH2:24][CH3:25])[CH2:22][CH3:23])[CH3:20]. The catalyst class is: 192. (3) Reactant: [N+:1]([C:4]1[CH:13]=[C:12]2[C:7]([CH2:8][CH2:9][CH:10]([N:14]([CH2:18][CH:19]3[CH2:24][CH2:23][NH:22][CH2:21][CH2:20]3)[CH2:15][CH2:16][CH3:17])[CH2:11]2)=[CH:6][CH:5]=1)([O-:3])=[O:2].N1C=CC=CC=1.[CH3:31][S:32](Cl)(=[O:34])=[O:33]. Product: [CH3:31][S:32]([N:22]1[CH2:21][CH2:20][CH:19]([CH2:18][N:14]([CH:10]2[CH2:9][CH2:8][C:7]3[C:12](=[CH:13][C:4]([N+:1]([O-:3])=[O:2])=[CH:5][CH:6]=3)[CH2:11]2)[CH2:15][CH2:16][CH3:17])[CH2:24][CH2:23]1)(=[O:34])=[O:33]. The catalyst class is: 2. (4) Reactant: [CH3:1][O:2][C:3]1[C:12]([CH2:13][CH2:14][N:15]2[CH2:20][CH2:19][CH:18]([N:21]3[C:29]4[C:24](=[CH:25][CH:26]=[C:27]([C:30]([OH:32])=O)[CH:28]=4)[CH:23]=[CH:22]3)[CH2:17][CH2:16]2)=[C:11]2[C:6]([C:7](=[O:35])[CH2:8][C:9]([CH3:34])([CH3:33])[O:10]2)=[CH:5][CH:4]=1.[C:36](N1C=CN=C1)([N:38]1C=CN=C1)=O.CN.C(OCC)(=O)C. Product: [CH3:1][O:2][C:3]1[C:12]([CH2:13][CH2:14][N:15]2[CH2:20][CH2:19][CH:18]([N:21]3[C:29]4[C:24](=[CH:25][CH:26]=[C:27]([C:30]([NH:38][CH3:36])=[O:32])[CH:28]=4)[CH:23]=[CH:22]3)[CH2:17][CH2:16]2)=[C:11]2[C:6]([C:7](=[O:35])[CH2:8][C:9]([CH3:33])([CH3:34])[O:10]2)=[CH:5][CH:4]=1. The catalyst class is: 40. (5) Reactant: [F:1][C:2]1[CH:28]=[CH:27][C:5]([CH2:6][N:7]2[C:12](=[O:13])[C:11]3[C:14]([O:23]C)=[C:15]4[C:20](=[O:21])[N:19]([CH3:22])[CH2:18][CH2:17][N:16]4[C:10]=3[C:9]([CH2:25][OH:26])=[N:8]2)=[CH:4][CH:3]=1.B(Br)(Br)Br.CO. Product: [F:1][C:2]1[CH:28]=[CH:27][C:5]([CH2:6][N:7]2[C:12](=[O:13])[C:11]3[C:14]([OH:23])=[C:15]4[C:20](=[O:21])[N:19]([CH3:22])[CH2:18][CH2:17][N:16]4[C:10]=3[C:9]([CH2:25][OH:26])=[N:8]2)=[CH:4][CH:3]=1. The catalyst class is: 4. (6) Reactant: [N+:1]([C:4]1[CH:5]=[CH:6][C:7]2[C:16]3[C:11](=[C:12]4[CH:20]=[C:19]5[O:21][CH2:22][O:23][C:18]5=[CH:17][C:13]4=[N:14][CH:15]=3)[N:10]([CH2:24][CH2:25][N:26]([CH3:28])[CH3:27])[C:9](=[O:29])[C:8]=2[CH:30]=1)([O-])=O.O.NN. Product: [NH2:1][C:4]1[CH:5]=[CH:6][C:7]2[C:16]3[C:11](=[C:12]4[CH:20]=[C:19]5[O:21][CH2:22][O:23][C:18]5=[CH:17][C:13]4=[N:14][CH:15]=3)[N:10]([CH2:24][CH2:25][N:26]([CH3:27])[CH3:28])[C:9](=[O:29])[C:8]=2[CH:30]=1. The catalyst class is: 171.